From a dataset of Forward reaction prediction with 1.9M reactions from USPTO patents (1976-2016). Predict the product of the given reaction. (1) Given the reactants [NH2:1][C:2]1[C:11]2[N:12]=[C:13]([CH2:20][CH2:21][O:22][CH3:23])[N:14]([CH2:15][C:16]([CH3:19])([OH:18])[CH3:17])[C:10]=2[C:9]2[CH:8]=[CH:7][C:6]([O:24][CH2:25][C:26]3[CH:31]=[CH:30][CH:29]=[C:28]([NH2:32])[CH:27]=3)=[CH:5][C:4]=2[N:3]=1.C(N(CC)CC)C.ClCCl.[CH3:43][S:44](O[S:44]([CH3:43])(=[O:46])=[O:45])(=[O:46])=[O:45], predict the reaction product. The product is: [NH2:1][C:2]1[C:11]2[N:12]=[C:13]([CH2:20][CH2:21][O:22][CH3:23])[N:14]([CH2:15][C:16]([OH:18])([CH3:17])[CH3:19])[C:10]=2[C:9]2[CH:8]=[CH:7][C:6]([O:24][CH2:25][C:26]3[CH:27]=[C:28]([NH:32][S:44]([CH3:43])(=[O:46])=[O:45])[CH:29]=[CH:30][CH:31]=3)=[CH:5][C:4]=2[N:3]=1. (2) Given the reactants [OH-].[Na+].C([O:6][CH2:7][C:8]([CH3:49])([CH3:48])[CH2:9][N:10]1[C:16]2[CH:17]=[CH:18][C:19]([Cl:21])=[CH:20][C:15]=2[C@@H:14]([C:22]2[CH:27]=[CH:26][CH:25]=[C:24]([O:28][CH3:29])[C:23]=2[O:30][CH3:31])[O:13][C@H:12]([CH2:32][C:33]([C:35]2[N:39]=[C:38]([CH2:40][CH2:41][C:42]([O:44]CC)=[O:43])[O:37][N:36]=2)=[O:34])[C:11]1=[O:47])(=O)C.Cl, predict the reaction product. The product is: [Cl:21][C:19]1[CH:18]=[CH:17][C:16]2[N:10]([CH2:9][C:8]([CH3:48])([CH3:49])[CH2:7][OH:6])[C:11](=[O:47])[C@@H:12]([CH2:32][C:33]([C:35]3[N:39]=[C:38]([CH2:40][CH2:41][C:42]([OH:44])=[O:43])[O:37][N:36]=3)=[O:34])[O:13][C@H:14]([C:22]3[CH:27]=[CH:26][CH:25]=[C:24]([O:28][CH3:29])[C:23]=3[O:30][CH3:31])[C:15]=2[CH:20]=1. (3) Given the reactants CC1(C)[O:6][CH:5]2[C:7]([CH2:18][O:19]C(C3C=CC=CC=3)(C3C=CC=CC=3)C3C=CC=CC=3)=[CH:8][CH:9]([N:10]3[CH:14]=[N:13][C:12]([C:15]([NH2:17])=[O:16])=[N:11]3)[CH:4]2[O:3]1.Cl, predict the reaction product. The product is: [OH:6][CH:5]1[C:4]([OH:3])=[C:9]([N:10]2[CH:14]=[N:13][C:12]([C:15]([NH2:17])=[O:16])=[N:11]2)[CH:8]=[C:7]1[CH2:18][OH:19]. (4) Given the reactants [F:1][C:2]([F:8])([F:7])[CH2:3][C:4](=O)[CH3:5].[C:9]([S@:13]([NH2:15])=[O:14])([CH3:12])([CH3:11])[CH3:10], predict the reaction product. The product is: [CH3:10][C:9]([S@:13]([N:15]=[C:4]([CH2:3][C:2]([F:8])([F:7])[F:1])[CH3:5])=[O:14])([CH3:12])[CH3:11]. (5) Given the reactants I[C:2]1[CH:7]=[CH:6][CH:5]=[CH:4][CH:3]=1.[CH3:8][C:9]1[CH:13]=[CH:12][S:11][C:10]=1[C:14]([O:16][CH3:17])=[O:15].C([O-])(=O)C.[K+].O, predict the reaction product. The product is: [CH3:8][C:9]1[CH:13]=[C:12]([C:2]2[CH:7]=[CH:6][CH:5]=[CH:4][CH:3]=2)[S:11][C:10]=1[C:14]([O:16][CH3:17])=[O:15]. (6) Given the reactants [C:1]([C:3]1[CH:8]=[CH:7][N:6]2[CH:9]=[C:10]([CH2:12][N:13]([CH2:32][CH:33]3OCCO3)[C:14]([C:16]3[NH:17][CH:18]=[C:19]([C:21](=[O:31])[C:22]4[C:27]([F:28])=[CH:26][C:25]([F:29])=[CH:24][C:23]=4[F:30])[CH:20]=3)=[O:15])[N:11]=[C:5]2[CH:4]=1)#[N:2].CS(O)(=O)=[O:40], predict the reaction product. The product is: [O:15]=[C:14]1[C:16]2[NH:17][CH:18]=[C:19]([C:21](=[O:31])[C:22]3[C:23]([F:30])=[CH:24][C:25]([F:29])=[CH:26][C:27]=3[F:28])[C:20]=2[CH:33]=[CH:32][N:13]1[CH2:12][C:10]1[N:11]=[C:5]2[CH:4]=[C:3]([C:1]([NH2:2])=[O:40])[CH:8]=[CH:7][N:6]2[CH:9]=1. (7) Given the reactants [OH:1][C:2]1[CH:7]=[CH:6][C:5]([C:8]([F:11])([F:10])[F:9])=[CH:4][CH:3]=1.[Br:12][CH2:13][CH2:14]Br.C(=O)([O-])[O-].[K+].[K+], predict the reaction product. The product is: [Br:12][CH2:13][CH2:14][O:1][C:2]1[CH:7]=[CH:6][C:5]([C:8]([F:9])([F:10])[F:11])=[CH:4][CH:3]=1.